This data is from Full USPTO retrosynthesis dataset with 1.9M reactions from patents (1976-2016). The task is: Predict the reactants needed to synthesize the given product. (1) Given the product [F:59][C:57]1([F:60])[CH2:58][CH:55]([CH:50]2[CH2:51][N:52]([CH3:54])[CH2:53][C:47]3[CH:46]=[CH:45][C:44]([NH:70][C:68]4[CH:67]=[CH:66][C:65]([C:71]5[CH:72]=[N:73][N:74]([CH3:76])[CH:75]=5)=[C:64]([O:63][CH3:62])[N:69]=4)=[N:61][C:48]=3[O:49]2)[CH2:56]1, predict the reactants needed to synthesize it. The reactants are: CC1(C)C2C(=C(P(C3C=CC=CC=3)C3C=CC=CC=3)C=CC=2)OC2C(P(C3C=CC=CC=3)C3C=CC=CC=3)=CC=CC1=2.Cl[C:44]1[CH:45]=[CH:46][C:47]2[CH2:53][N:52]([CH3:54])[CH2:51][CH:50]([CH:55]3[CH2:58][C:57]([F:60])([F:59])[CH2:56]3)[O:49][C:48]=2[N:61]=1.[CH3:62][O:63][C:64]1[N:69]=[C:68]([NH2:70])[CH:67]=[CH:66][C:65]=1[C:71]1[CH:72]=[N:73][N:74]([CH3:76])[CH:75]=1.C(=O)([O-])[O-].[Cs+].[Cs+]. (2) The reactants are: [Br:1][C:2]1[CH:3]=[N:4][C:5]2[CH:6]=[CH:7][CH:8]=[C:9]([C:12]([OH:14])=[O:13])[C:10]=2[CH:11]=1.OS(O)(=O)=O.[CH3:20]O. Given the product [Br:1][C:2]1[CH:3]=[N:4][C:5]2[CH:6]=[CH:7][CH:8]=[C:9]([C:12]([O:14][CH3:20])=[O:13])[C:10]=2[CH:11]=1, predict the reactants needed to synthesize it. (3) Given the product [CH3:30][C:5]([O:7][C:8]1[CH:13]=[CH:12][C:11]([O:14][CH2:15][CH2:16][C:17]2[N:18]=[C:19]([C:23]3[CH:24]=[CH:25][CH:26]=[CH:27][CH:28]=3)[O:20][C:21]=2[CH3:22])=[CH:10][C:9]=1[CH3:29])([CH3:6])[C:4]([OH:31])=[O:3], predict the reactants needed to synthesize it. The reactants are: C([O:3][C:4](=[O:31])[C:5]([CH3:30])([O:7][C:8]1[CH:13]=[CH:12][C:11]([O:14][CH2:15][CH2:16][C:17]2[N:18]=[C:19]([C:23]3[CH:28]=[CH:27][CH:26]=[CH:25][CH:24]=3)[O:20][C:21]=2[CH3:22])=[CH:10][C:9]=1[CH3:29])[CH3:6])C.[OH-].[Na+]. (4) Given the product [Br:1][C:2]1[CH:7]=[CH:6][C:5]([CH3:8])=[CH:4][N+:3]=1[O-:17], predict the reactants needed to synthesize it. The reactants are: [Br:1][C:2]1[CH:7]=[CH:6][C:5]([CH3:8])=[CH:4][N:3]=1.ClC1C=CC=C(C(OO)=[O:17])C=1. (5) Given the product [C:18]([C:17]1[CH:37]([CH2:36][CH2:35][N:28]([C:29]2[CH:30]=[CH:31][CH:32]=[CH:33][CH:34]=2)[C:26](=[O:27])[C:25]2[CH:41]=[CH:42][C:43]([O:44][CH3:45])=[C:23]([O:22][CH3:21])[CH:24]=2)[CH:38]=[CH:39][N:15]([CH2:8][C:9]2[CH:14]=[CH:13][CH:12]=[CH:11][CH:10]=2)[CH:16]=1)(=[O:20])[CH3:19], predict the reactants needed to synthesize it. The reactants are: [O-]S([O-])(=O)=O.[Na+].[Na+].[CH2:8]([NH:15][CH:16]=[CH:17][C:18](=[O:20])[CH3:19])[C:9]1[CH:14]=[CH:13][CH:12]=[CH:11][CH:10]=1.[CH3:21][O:22][C:23]1[CH:24]=[C:25]([CH:41]=[CH:42][C:43]=1[O:44][CH3:45])[C:26]([N:28]([CH2:35][CH2:36]/[CH:37]=[CH:38]/[CH:39]=O)[C:29]1[CH:34]=[CH:33][CH:32]=[CH:31][CH:30]=1)=[O:27]. (6) Given the product [CH2:1]([N:19]1[CH:22]=[CH:21][C:20](=[O:24])[O:23][CH2:25]1)[CH2:2][CH2:3][CH2:4][CH2:5][CH2:6][CH2:7][CH2:8][CH2:9][CH2:10][CH2:11][CH2:12][CH2:13][CH2:14][CH2:15][CH2:16][CH2:17][CH3:18], predict the reactants needed to synthesize it. The reactants are: [CH2:1]([NH2:19])[CH2:2][CH2:3][CH2:4][CH2:5][CH2:6][CH2:7][CH2:8][CH2:9][CH2:10][CH2:11][CH2:12][CH2:13][CH2:14][CH2:15][CH2:16][CH2:17][CH3:18].[C:20]([OH:24])(=[O:23])[CH:21]=[CH2:22].[CH2:25]=O.